Task: Binary classification across 12 toxicity assays.. Dataset: Tox21: 12 toxicity assays (nuclear receptors and stress response pathways) (1) The molecule is CCOc1ccccc1N. It tested positive (active) for: NR-AhR (Aryl hydrocarbon Receptor agonist activity). (2) The compound is Cc1cccc(C)c1OCC(=O)N[C@@H](Cc1ccccc1)[C@@H](O)C[C@H](Cc1ccccc1)NC(=O)[C@H](C(C)C)N1CCCNC1=O. It tested positive (active) for: SR-ARE (Antioxidant Response Element (oxidative stress)), and SR-MMP (Mitochondrial Membrane Potential disruption). (3) The compound is CCCCOP(=O)(OCCCC)OCCCC. It tested positive (active) for: NR-ER (Estrogen Receptor agonist activity). (4) The compound is Cc1cc(SCc2sc(-c3ccc(C(F)(F)F)c(F)c3)nc2C)ccc1OCC(=O)O. It tested positive (active) for: NR-PPAR-gamma (PPAR-gamma nuclear receptor agonist). (5) The compound is CC(C)OC(=O)C(O)(c1ccc(Cl)cc1)c1ccc(Cl)cc1. It tested positive (active) for: SR-MMP (Mitochondrial Membrane Potential disruption). (6) The molecule is Cc1nc2ccccc2n1Cc1ccc(Cl)cc1. It tested positive (active) for: SR-ARE (Antioxidant Response Element (oxidative stress)). (7) The compound is CC(C)(c1ccc(O)cc1)c1ccc(O)cc1. It tested positive (active) for: NR-ER (Estrogen Receptor agonist activity), NR-ER-LBD (Estrogen Receptor Ligand Binding Domain agonist), SR-ARE (Antioxidant Response Element (oxidative stress)), and SR-MMP (Mitochondrial Membrane Potential disruption). (8) It tested positive (active) for: NR-AR (Androgen Receptor agonist activity), NR-AR-LBD (Androgen Receptor Ligand Binding Domain agonist), NR-Aromatase (Aromatase enzyme inhibition), NR-ER (Estrogen Receptor agonist activity), NR-ER-LBD (Estrogen Receptor Ligand Binding Domain agonist), and SR-HSE (Heat Shock Element response). The molecule is C#C[C@]1(O)CC[C@H]2[C@@H]3CCC4=Cc5oncc5C[C@]4(C)[C@H]3CC[C@@]21C.